From a dataset of Peptide-MHC class II binding affinity with 134,281 pairs from IEDB. Regression. Given a peptide amino acid sequence and an MHC pseudo amino acid sequence, predict their binding affinity value. This is MHC class II binding data. (1) The peptide sequence is EKDVTDITVKNCVLK. The MHC is DRB5_0101 with pseudo-sequence DRB5_0101. The binding affinity (normalized) is 0.447. (2) The peptide sequence is TLWQRPLVTIKIGGQLIEAL. The MHC is DRB1_1101 with pseudo-sequence DRB1_1101. The binding affinity (normalized) is 0.152.